From a dataset of Peptide-MHC class I binding affinity with 185,985 pairs from IEDB/IMGT. Regression. Given a peptide amino acid sequence and an MHC pseudo amino acid sequence, predict their binding affinity value. This is MHC class I binding data. (1) The peptide sequence is LAVVTLLAI. The MHC is H-2-Db with pseudo-sequence H-2-Db. The binding affinity (normalized) is 0.216. (2) The peptide sequence is YNTPTFAIK. The MHC is HLA-A11:01 with pseudo-sequence HLA-A11:01. The binding affinity (normalized) is 0.307. (3) The peptide sequence is RPRVAQLTF. The MHC is HLA-B51:01 with pseudo-sequence HLA-B51:01. The binding affinity (normalized) is 0.0847. (4) The MHC is HLA-B48:01 with pseudo-sequence HLA-B48:01. The peptide sequence is APRGFRAAF. The binding affinity (normalized) is 0.0847. (5) The binding affinity (normalized) is 0.178. The MHC is HLA-A33:01 with pseudo-sequence HLA-A33:01. The peptide sequence is VTTKDYFSFK.